From a dataset of Forward reaction prediction with 1.9M reactions from USPTO patents (1976-2016). Predict the product of the given reaction. (1) Given the reactants S(Cl)(Cl)=O.[C:5]1([CH3:11])[CH:10]=[CH:9][CH:8]=[CH:7][CH:6]=1.[C:12]([C:15]1[CH:20]=[CH:19][CH:18]=[C:17]([C:21]([O:23][CH3:24])=[O:22])[N:16]=1)([OH:14])=O.C1(C#C)CCCC1, predict the reaction product. The product is: [CH:8]1([C:7]#[C:6][C:12]([C:15]2[N:16]=[C:17]([C:21]([O:23][CH3:24])=[O:22])[CH:18]=[CH:19][CH:20]=2)=[O:14])[CH2:9][CH2:10][CH2:5][CH2:11]1. (2) Given the reactants [C:1]([O:5][C:6](=[O:19])[NH:7][C:8]1[S:9][CH:10]=[C:11]([CH2:13][O:14][CH2:15][CH2:16][O:17][CH3:18])[N:12]=1)([CH3:4])([CH3:3])C.ClC(O[C:24]1[CH:29]=CC=C[CH:25]=1)=O.O, predict the reaction product. The product is: [C:1]1([O:5][C:6](=[O:19])[NH:7][C:8]2[S:9][CH:10]=[C:11]([CH2:13][O:14][CH2:15][CH2:16][O:17][CH3:18])[N:12]=2)[CH:3]=[CH:29][CH:24]=[CH:25][CH:4]=1.